From a dataset of SARS-CoV-2 main protease (3CLPro) crystallographic fragment screen with 879 compounds. Binary Classification. Given a drug SMILES string, predict its activity (active/inactive) in a high-throughput screening assay against a specified biological target. (1) The compound is C[C@@H](CO)Nc1ncc(Cl)cc1F. The result is 0 (inactive). (2) The molecule is CC(C)C(=O)NCC1CCCNC1. The result is 0 (inactive). (3) The compound is Cc1cc(C(=O)Nc2ccn(C)n2)on1. The result is 0 (inactive). (4) The molecule is O=C(c1ccc2c(c1)OCO2)N1CCCCCC1. The result is 1 (active). (5) The result is 0 (inactive). The drug is CC(C)(C)c1ccc(C(=O)NNC(=O)CCl)cc1.